Task: Predict which catalyst facilitates the given reaction.. Dataset: Catalyst prediction with 721,799 reactions and 888 catalyst types from USPTO (1) Reactant: [Cl:1][C:2]1[C:3]([C:13]#[N:14])=[C:4]([C:8]([O:10]CC)=[O:9])[NH:5][C:6]=1[CH3:7].[OH-].[Na+]. Product: [Cl:1][C:2]1[C:3]([C:13]#[N:14])=[C:4]([C:8]([OH:10])=[O:9])[NH:5][C:6]=1[CH3:7]. The catalyst class is: 24. (2) Reactant: [NH2:1][C:2]1[CH:7]=[CH:6][CH:5]=[CH:4][C:3]=1[C:8]1[NH:12][C:11]([CH3:13])=[C:10]([C:14]([NH2:16])=[O:15])[CH:9]=1.[F:17][CH:18]1[CH2:23][CH2:22][CH2:21][CH2:20][C:19]1=O.C(O)(=O)C.C(O[BH-](OC(=O)C)OC(=O)C)(=O)C.[Na+]. Product: [F:17][CH:18]1[CH2:23][CH2:22][CH2:21][CH2:20][CH:19]1[NH:1][C:2]1[CH:7]=[CH:6][CH:5]=[CH:4][C:3]=1[C:8]1[NH:12][C:11]([CH3:13])=[C:10]([C:14]([NH2:16])=[O:15])[CH:9]=1. The catalyst class is: 4. (3) Reactant: [F:1][C:2]1[CH:7]=[CH:6][N:5]2[C:8]([C:11]([OH:13])=O)=[CH:9][N:10]=[C:4]2[CH:3]=1.C(N(CC)CC)C.ClC1C=C(Cl)C=C(Cl)C=1C(Cl)=O.[CH2:33]([C:35]1[C:43]2[C:42]([NH2:44])=[CH:41][CH:40]=[CH:39][C:38]=2[N:37]([CH2:45][C:46]2[CH:50]=[CH:49][N:48]([CH2:51][CH3:52])[N:47]=2)[N:36]=1)[CH3:34]. Product: [CH2:33]([C:35]1[C:43]2[C:38](=[CH:39][CH:40]=[CH:41][C:42]=2[NH:44][C:11]([C:8]2[N:5]3[CH:6]=[CH:7][C:2]([F:1])=[CH:3][C:4]3=[N:10][CH:9]=2)=[O:13])[N:37]([CH2:45][C:46]2[CH:50]=[CH:49][N:48]([CH2:51][CH3:52])[N:47]=2)[N:36]=1)[CH3:34]. The catalyst class is: 60.